Dataset: Reaction yield outcomes from USPTO patents with 853,638 reactions. Task: Predict the reaction yield, written as a fraction of the theoretical maximum amount of product (1.0 means a 100% yield; for example, 0.34 means a 34% yield). (1) The reactants are Cl[C:2]1[CH:7]=[CH:6][N:5]=[C:4]([N:8]2[CH2:19][CH2:18][C:17]3[C:16]4[CH2:15][C:14]([CH3:21])([CH3:20])[CH2:13][C:12]=4[S:11][C:10]=3[C:9]2=[O:22])[C:3]=1[CH:23]=[O:24].[CH3:25][N:26]1[C:31](=[O:32])[C:30]([NH:33][C:34]2[CH:39]=[CH:38][C:37]([C:40]([N:42]3[CH2:47][CH2:46][O:45][CH2:44][CH2:43]3)=[O:41])=[CH:36][N:35]=2)=[CH:29][C:28](B(O)O)=[N:27]1.C([O-])(=O)C.[Na+].C(#N)C. The catalyst is C1C=CC(P(C2C=CC=CC=2)[C-]2C=CC=C2)=CC=1.C1C=CC(P(C2C=CC=CC=2)[C-]2C=CC=C2)=CC=1.Cl[Pd]Cl.[Fe+2].O. The product is [CH3:20][C:14]1([CH3:21])[CH2:13][C:12]2[S:11][C:10]3[C:9](=[O:22])[N:8]([C:4]4[C:3]([CH:23]=[O:24])=[C:2]([C:28]5[CH:29]=[C:30]([NH:33][C:34]6[CH:39]=[CH:38][C:37]([C:40]([N:42]7[CH2:43][CH2:44][O:45][CH2:46][CH2:47]7)=[O:41])=[CH:36][N:35]=6)[C:31](=[O:32])[N:26]([CH3:25])[N:27]=5)[CH:7]=[CH:6][N:5]=4)[CH2:19][CH2:18][C:17]=3[C:16]=2[CH2:15]1. The yield is 0.300. (2) The reactants are [NH2:1][C:2]1[C:11]2[C:6](=[CH:7][CH:8]=[CH:9][CH:10]=2)[CH:5]=[CH:4][C:3]=1[C:12]#N.[CH3:14][O:15][C:16]1[CH:17]=[C:18]([Mg]Br)[CH:19]=[CH:20][CH:21]=1.[O:24]1CCCC1.Cl.C(=O)([O-])[O-].[K+].[K+]. The catalyst is CCOCC.CO. The product is [NH2:1][C:2]1[C:11]2[C:6](=[CH:7][CH:8]=[CH:9][CH:10]=2)[CH:5]=[CH:4][C:3]=1[C:12](=[O:24])[C:20]1[CH:19]=[CH:18][CH:17]=[C:16]([O:15][CH3:14])[CH:21]=1. The yield is 0.930. (3) The reactants are C(O[C:6]([N:8]1[CH2:12][C@@H:11]([CH2:13][O:14][CH3:15])[CH2:10][C@H:9]1[C:16]1[NH:20][C:19]2[C:21]3[C:26]([CH:27]=[CH:28][C:18]=2[N:17]=1)=[CH:25][C:24]1[C:29]2[C:34]([CH2:35][O:36][C:23]=1[CH:22]=3)=[CH:33][C:32]([C:37]1[NH:41][C:40]([C@@H:42]3[CH2:46][CH2:45][C@H:44]([CH3:47])[N:43]3C(OC(C)(C)C)=O)=[N:39][CH:38]=1)=[CH:31][CH:30]=2)=[O:7])(C)(C)C.Cl.[CH3:56][O:57][C:58]([NH:60][C@@H:61]([C@@H:65]([CH3:68])[CH2:66][CH3:67])[C:62]([OH:64])=O)=[O:59].CN(C(ON1N=N[C:79]2[CH:80]=[CH:81][CH:82]=[N:83]C1=2)=[N+](C)C)C.F[P-](F)(F)(F)(F)F.[CH3:93]CN(C(C)C)C(C)C.CO.C[CH2:105][O:106][C:107](C)=[O:108]. The catalyst is C(Cl)Cl.CN(C=O)C.CO. The product is [CH3:105][O:106][C:107]([NH:83][C@@H:82]([C@@H:81]([CH3:93])[CH2:80][CH3:79])[C:6]([N:8]1[CH2:12][C@@H:11]([CH2:13][O:14][CH3:15])[CH2:10][C@H:9]1[C:16]1[NH:20][C:19]2[C:21]3[C:26]([CH:27]=[CH:28][C:18]=2[N:17]=1)=[CH:25][C:24]1[C:29]2[C:34]([CH2:35][O:36][C:23]=1[CH:22]=3)=[CH:33][C:32]([C:37]1[NH:41][C:40]([C@@H:42]3[CH2:46][CH2:45][C@H:44]([CH3:47])[N:43]3[C:62](=[O:64])[C@@H:61]([NH:60][C:58](=[O:59])[O:57][CH3:56])[C@@H:65]([CH3:68])[CH2:66][CH3:67])=[N:39][CH:38]=1)=[CH:31][CH:30]=2)=[O:7])=[O:108]. The yield is 0.690. (4) The reactants are FC(F)(F)C(O)=O.[Cl:8][C:9]1[CH:10]=[C:11]([CH:16]2[C:20]([C:23]3[CH:28]=[CH:27][C:26]([Cl:29])=[CH:25][C:24]=3[F:30])([C:21]#[N:22])[CH:19]([CH2:31][C:32]([CH3:35])([CH3:34])[CH3:33])[NH:18][CH:17]2[C:36]([OH:38])=O)[CH:12]=[CH:13][C:14]=1[F:15].[NH2:39][C:40]1[CH:49]=[CH:48][C:43]([C:44]([O:46][CH3:47])=[O:45])=[CH:42][CH:41]=1.CN(C(ON1N=NC2C=CC=NC1=2)=[N+](C)C)C.F[P-](F)(F)(F)(F)F.CCN(C(C)C)C(C)C. The catalyst is C(Cl)Cl. The product is [CH3:47][O:46][C:44](=[O:45])[C:43]1[CH:48]=[CH:49][C:40]([NH:39][C:36]([C@H:17]2[C@H:16]([C:11]3[CH:12]=[CH:13][C:14]([F:15])=[C:9]([Cl:8])[CH:10]=3)[C@:20]([C:23]3[CH:28]=[CH:27][C:26]([Cl:29])=[CH:25][C:24]=3[F:30])([C:21]#[N:22])[C@H:19]([CH2:31][C:32]([CH3:35])([CH3:33])[CH3:34])[NH:18]2)=[O:38])=[CH:41][CH:42]=1. The yield is 0.480. (5) The reactants are [F:1][C:2]1[CH:3]=[C:4]([S:8]([N:11]2[C:15]([C:16]3[C:17]([F:22])=[N:18][CH:19]=[CH:20][CH:21]=3)=[CH:14][C:13]([CH2:23][N:24](C)[C:25](=O)OC(C)(C)C)=[CH:12]2)(=[O:10])=[O:9])[CH:5]=[CH:6][CH:7]=1.C(OCC)(=O)C.[ClH:39]. The catalyst is C(O)C. The product is [ClH:39].[F:1][C:2]1[CH:3]=[C:4]([S:8]([N:11]2[C:15]([C:16]3[C:17]([F:22])=[N:18][CH:19]=[CH:20][CH:21]=3)=[CH:14][C:13]([CH2:23][NH:24][CH3:25])=[CH:12]2)(=[O:9])=[O:10])[CH:5]=[CH:6][CH:7]=1. The yield is 0.540. (6) The reactants are [NH:1]1[CH2:6][CH2:5][O:4][CH2:3][CH2:2]1.[CH3:7][C:8]1[CH:9]=[C:10]([CH:30]=O)[CH:11]=[C:12]2[C:16]=1[C:15](=[O:17])[N:14]([CH2:18][C:19]1[CH:24]=[CH:23][C:22]([O:25][C:26]([F:29])([F:28])[F:27])=[CH:21][CH:20]=1)[CH2:13]2.C(O[BH-](OC(=O)C)OC(=O)C)(=O)C.[Na+]. The yield is 0.370. The catalyst is ClCCl. The product is [CH3:7][C:8]1[CH:9]=[C:10]([CH2:30][N:1]2[CH2:6][CH2:5][O:4][CH2:3][CH2:2]2)[CH:11]=[C:12]2[C:16]=1[C:15](=[O:17])[N:14]([CH2:18][C:19]1[CH:20]=[CH:21][C:22]([O:25][C:26]([F:29])([F:27])[F:28])=[CH:23][CH:24]=1)[CH2:13]2. (7) The reactants are Br[C:2]1[CH:13]=[N:12][C:5]2[NH:6][C:7](=[O:11])[CH2:8][CH2:9][CH2:10][C:4]=2[CH:3]=1.[C:14]([O:18][C:19]([CH3:22])([CH3:21])[CH3:20])(=[O:17])[CH:15]=[CH2:16].CCN(C(C)C)C(C)C.CC1C=CC=CC=1P(C1C=CC=CC=1C)C1C=CC=CC=1C.N#N. The catalyst is C(#N)CC.CC([O-])=O.CC([O-])=O.[Pd+2]. The product is [O:11]=[C:7]1[NH:6][C:5]2[N:12]=[CH:13][C:2](/[CH:16]=[CH:15]/[C:14]([O:18][C:19]([CH3:22])([CH3:21])[CH3:20])=[O:17])=[CH:3][C:4]=2[CH2:10][CH2:9][CH2:8]1. The yield is 0.580. (8) The reactants are [CH:1]([Si:4]([CH:20]([CH3:22])[CH3:21])([CH:17]([CH3:19])[CH3:18])[O:5][C:6]1[CH:11]=[CH:10][C:9]([N+:12]([O-])=O)=[CH:8][C:7]=1[O:15][CH3:16])([CH3:3])[CH3:2].[H][H]. The catalyst is CCO.[Pd]. The product is [CH3:16][O:15][C:7]1[CH:8]=[C:9]([NH2:12])[CH:10]=[CH:11][C:6]=1[O:5][Si:4]([CH:17]([CH3:19])[CH3:18])([CH:20]([CH3:22])[CH3:21])[CH:1]([CH3:3])[CH3:2]. The yield is 0.776.